This data is from Forward reaction prediction with 1.9M reactions from USPTO patents (1976-2016). The task is: Predict the product of the given reaction. (1) Given the reactants Br[C:2]1[CH:7]=[CH:6][C:5]([O:8][CH3:9])=[C:4]([Cl:10])[CH:3]=1.COC1C=CC([B:19]([OH:21])[OH:20])=C(C(F)(F)F)C=1, predict the reaction product. The product is: [Cl:10][C:4]1[CH:3]=[C:2]([B:19]([OH:21])[OH:20])[CH:7]=[CH:6][C:5]=1[O:8][CH3:9]. (2) Given the reactants [Br:1][C:2]1[CH:3]=[CH:4][C:5]([F:28])=[C:6](/[CH:8]=[C:9](\[NH:20][C:21]([O:23][C:24]([CH3:27])([CH3:26])[CH3:25])=[O:22])/[C:10]([O:12][CH2:13][C:14]2[CH:19]=[CH:18][CH:17]=[CH:16][CH:15]=2)=[O:11])[CH:7]=1.[H][H], predict the reaction product. The product is: [Br:1][C:2]1[CH:7]=[C:6]([C:5]([F:28])=[CH:4][CH:3]=1)[CH2:8][C@@H:9]([C:10]([O:12][CH2:13][C:14]1[CH:15]=[CH:16][CH:17]=[CH:18][CH:19]=1)=[O:11])[NH:20][C:21]([O:23][C:24]([CH3:26])([CH3:25])[CH3:27])=[O:22]. (3) Given the reactants C(OP(O[CH2:10][C:11]1[O:15][N:14]=[C:13]([C:16]([O:18][CH2:19][CH3:20])=[O:17])[CH:12]=1)(OCC)=O)C.[F:21][C:22]([F:33])([F:32])[C:23]1[CH:28]=[CH:27][C:26](B(O)O)=[CH:25][CH:24]=1.C(=O)([O-])[O-].[K+].[K+].C1(P(C2C=CC=CC=2)C2C=CC=CC=2)C=CC=CC=1, predict the reaction product. The product is: [F:21][C:22]([F:33])([F:32])[C:23]1[CH:28]=[CH:27][C:26]([CH2:10][C:11]2[O:15][N:14]=[C:13]([C:16]([O:18][CH2:19][CH3:20])=[O:17])[CH:12]=2)=[CH:25][CH:24]=1. (4) Given the reactants [NH2:1][C:2]1[N:7]2[N:8]=[CH:9][C:10]([C:11]3[CH:12]=[N:13][C:14]4[C:19]([CH:20]=3)=[CH:18][CH:17]=[CH:16][CH:15]=4)=[C:6]2[N:5]=[C:4]([N:21]2[CH2:25][CH2:24][CH:23]([C:26]([OH:28])=[O:27])[CH2:22]2)[CH:3]=1.C1C(=O)N([Br:36])C(=O)C1, predict the reaction product. The product is: [NH2:1][C:2]1[N:7]2[N:8]=[CH:9][C:10]([C:11]3[CH:12]=[N:13][C:14]4[C:19]([CH:20]=3)=[CH:18][CH:17]=[CH:16][CH:15]=4)=[C:6]2[N:5]=[C:4]([N:21]2[CH2:25][CH2:24][CH:23]([C:26]([OH:28])=[O:27])[CH2:22]2)[C:3]=1[Br:36].